From a dataset of Reaction yield outcomes from USPTO patents with 853,638 reactions. Predict the reaction yield, written as a fraction of the theoretical maximum amount of product (1.0 means a 100% yield; for example, 0.34 means a 34% yield). (1) The reactants are [Br:1][C:2]1[N:7]=[CH:6][C:5]([NH2:8])=[C:4](I)[CH:3]=1.[F:10][C:11]1[C:16](B(O)O)=[CH:15][CH:14]=[CH:13][N:12]=1. The catalyst is C(#N)C.[F-].[K+]. The product is [Br:1][C:2]1[N:7]=[CH:6][C:5]([NH2:8])=[C:4]([C:16]2[C:11]([F:10])=[N:12][CH:13]=[CH:14][CH:15]=2)[CH:3]=1. The yield is 0.390. (2) The reactants are [Br:1][C:2]1[C:7]([CH3:8])=[CH:6][C:5]([O:9]C)=[C:4]([CH3:11])[C:3]=1[CH3:12].Br. The catalyst is CC(O)=O. The product is [Br:1][C:2]1[C:7]([CH3:8])=[CH:6][C:5]([OH:9])=[C:4]([CH3:11])[C:3]=1[CH3:12]. The yield is 0.380. (3) The reactants are [Cl:1][C:2]1[NH:6][C:5]2[CH:7]=[CH:8][CH:9]=[CH:10][C:4]=2[N:3]=1.[CH3:11][N:12]([CH3:17])[S:13](Cl)(=[O:15])=[O:14].N12CCN(CC1)CC2.O. The yield is 0.870. The catalyst is CN(C)C=O. The product is [CH3:11][N:12]([CH3:17])[S:13]([N:3]1[C:4]2[CH:10]=[CH:9][CH:8]=[CH:7][C:5]=2[N:6]=[C:2]1[Cl:1])(=[O:15])=[O:14]. (4) The yield is 0.910. The reactants are [CH3:1][O:2][CH2:3][N:4]1[C:12]2[C:7](=[CH:8][CH:9]=[CH:10][C:11]=2[NH:13][S:14]([C:17]2[CH:22]=[CH:21][CH:20]=[CH:19][N:18]=2)(=[O:16])=[O:15])[CH:6]=[C:5]1[C:23]([O:25]CC)=[O:24].[OH-].[K+].C(O)(=O)CC(CC(O)=O)(C(O)=O)O. The product is [CH3:1][O:2][CH2:3][N:4]1[C:12]2[C:7](=[CH:8][CH:9]=[CH:10][C:11]=2[NH:13][S:14]([C:17]2[CH:22]=[CH:21][CH:20]=[CH:19][N:18]=2)(=[O:16])=[O:15])[CH:6]=[C:5]1[C:23]([OH:25])=[O:24]. The catalyst is O1CCCC1.CO.